From a dataset of HIV replication inhibition screening data with 41,000+ compounds from the AIDS Antiviral Screen. Binary Classification. Given a drug SMILES string, predict its activity (active/inactive) in a high-throughput screening assay against a specified biological target. (1) The result is 0 (inactive). The molecule is CCC(=O)OC1(c2ccccc2)CCN(CCC(=O)c2ccccc2)CC1C. (2) The molecule is CC1=C(C(=O)NCc2ccccc2)C(c2ccccc2[N+](=O)[O-])C(C(=O)NCc2ccccc2)=C(C)N1. The result is 0 (inactive). (3) The compound is CCCCCCCCCCCCCCCCCC(=O)OCC1OC(OC)C(NC(=O)N(CCCl)N=O)C(O)C1O. The result is 0 (inactive). (4) The compound is COc1ccc(NC(=O)C(=O)NO)c(OC)c1. The result is 0 (inactive). (5) The molecule is CCOC(=O)CCn1[nH]c(=O)c(Cl)c(Cl)c1=O. The result is 0 (inactive). (6) The drug is CCOC(=O)C=Cn1cc(C)c(=O)[nH]c1=O. The result is 0 (inactive). (7) The drug is CCC(=O)N(C)C(C)C(=O)OC1CC(=O)N(C)c2cc(cc(OC)c2Cl)CC(C)=CC=CC(OC)C2(O)CC(OC(=O)N2)C(C)C2OC12C. The result is 0 (inactive).